This data is from Full USPTO retrosynthesis dataset with 1.9M reactions from patents (1976-2016). The task is: Predict the reactants needed to synthesize the given product. (1) Given the product [CH3:1][N:26]([CH3:27])[CH2:57][CH2:58][CH2:59][O:60][C:33]1[CH:38]=[CH:37][C:36]([C:39]2[C:47]3[C:42](=[CH:43][CH:44]=[C:45]([C:48]#[N:49])[CH:46]=3)[NH:41][N:40]=2)=[CH:35][CH:34]=1, predict the reactants needed to synthesize it. The reactants are: [C:1]1(P(C2C=CC=CC=2)C2C=CC=CC=2)C=CC=CC=1.CCOC(/N=[N:26]/[C:27](OCC)=O)=O.O[C:33]1[CH:38]=[CH:37][C:36]([C:39]2[C:47]3[C:42](=[CH:43][CH:44]=[C:45]([C:48]#[N:49])[CH:46]=3)[N:41](C3CCCCO3)[N:40]=2)=[CH:35][CH:34]=1.Cl.[CH2:57]1C[O:60][CH2:59][CH2:58]1. (2) Given the product [CH2:20]1[C:29]2[C:24](=[CH:25][CH:26]=[CH:27][CH:28]=2)[CH2:23][CH2:22][N:21]1[CH2:30][CH:31]([OH:49])[CH2:32][NH:33][C:34]1[CH:39]=[C:38]([C:2]2[N:3]=[CH:4][C:5]3[CH:10]=[CH:9][N:8]([CH2:11][C:12]([N:14]4[CH2:19][CH2:18][O:17][CH2:16][CH2:15]4)=[O:13])[C:6]=3[N:7]=2)[CH:37]=[CH:36][N:35]=1, predict the reactants needed to synthesize it. The reactants are: Cl[C:2]1[N:3]=[CH:4][C:5]2[CH:10]=[CH:9][N:8]([CH2:11][C:12]([N:14]3[CH2:19][CH2:18][O:17][CH2:16][CH2:15]3)=[O:13])[C:6]=2[N:7]=1.[CH2:20]1[C:29]2[C:24](=[CH:25][CH:26]=[CH:27][CH:28]=2)[CH2:23][CH2:22][N:21]1[CH2:30][CH:31]([OH:49])[CH2:32][NH:33][C:34]1[CH:39]=[C:38](B2OC(C)(C)C(C)(C)O2)[CH:37]=[CH:36][N:35]=1.C([O-])([O-])=O.[K+].[K+]. (3) Given the product [CH:1]([N:4]1[CH2:5][CH2:6][N:7]([C:10]2[S:11][C:12]3[CH:18]=[CH:17][CH:16]=[CH:15][C:13]=3[N:14]=2)[CH2:8][CH2:9]1)([CH3:3])[CH3:2], predict the reactants needed to synthesize it. The reactants are: [CH:1]([N:4]1[CH2:9][CH2:8][N:7]([C:10]2[S:11][C:12]3[CH:18]=[CH:17][C:16](C#N)=[CH:15][C:13]=3[N:14]=2)[CH2:6][CH2:5]1)([CH3:3])[CH3:2].[NH4+].[OH-]. (4) Given the product [Br:21][C:18]1[N:17]=[CH:16][C:15]([CH2:14][N:3]2[CH2:4][CH2:5][O:1][C:2]2=[O:6])=[CH:20][CH:19]=1, predict the reactants needed to synthesize it. The reactants are: [O:1]1[CH2:5][CH2:4][NH:3][C:2]1=[O:6].[H-].[Na+].CS(O[CH2:14][C:15]1[CH:16]=[N:17][C:18]([Br:21])=[CH:19][CH:20]=1)(=O)=O. (5) Given the product [CH3:1][O:2][C:3]([C:5]1[C:14](=[O:15])[N:13]([CH3:22])[C:8]2=[N:9][CH:10]=[CH:11][N:12]=[C:7]2[C:6]=1[O:16][C:17](=[O:21])[CH:18]([CH3:19])[CH3:20])=[O:4], predict the reactants needed to synthesize it. The reactants are: [CH3:1][O:2][C:3]([C:5]1[C:14](=[O:15])[NH:13][C:8]2=[N:9][CH:10]=[CH:11][N:12]=[C:7]2[C:6]=1[O:16][C:17](=[O:21])[CH:18]([CH3:20])[CH3:19])=[O:4].[C:22](=O)([O-])[O-].[K+].[K+].CI. (6) Given the product [Cl:14][C:7]1[C:8]2[CH:9]=[CH:10][C:11]([O:12][CH3:13])=[C:2]([OH:23])[C:3]=2[CH:4]=[CH:5][N:6]=1, predict the reactants needed to synthesize it. The reactants are: Br[C:2]1[C:11]([O:12][CH3:13])=[CH:10][CH:9]=[C:8]2[C:3]=1[CH:4]=[CH:5][N:6]=[C:7]2[Cl:14].C([Li])CCC.C([O:23]B(OC(C)C)OC(C)C)(C)C.OO.[OH-].[Na+].S([O-])([O-])=O.[Na+].[Na+].Cl. (7) Given the product [F:8][C:9]1[CH:14]=[CH:13][C:12]([C:15]2[S:16][CH:17]=[C:18]([CH2:20][N:21]3[CH2:22][CH2:23][N:24]([C:37]([C:36]4[CH:40]=[CH:41][CH:42]=[C:34]([C:31]5[N:30]=[C:29]([C:28]([F:43])([F:27])[F:44])[O:33][N:32]=5)[CH:35]=4)=[O:38])[CH2:25][CH2:26]3)[N:19]=2)=[CH:11][CH:10]=1, predict the reactants needed to synthesize it. The reactants are: OC(C(F)(F)F)=O.[F:8][C:9]1[CH:14]=[CH:13][C:12]([C:15]2[S:16][CH:17]=[C:18]([CH2:20][N:21]3[CH2:26][CH2:25][NH:24][CH2:23][CH2:22]3)[N:19]=2)=[CH:11][CH:10]=1.[F:27][C:28]([F:44])([F:43])[C:29]1[O:33][N:32]=[C:31]([C:34]2[CH:35]=[C:36]([CH:40]=[CH:41][CH:42]=2)[C:37](O)=[O:38])[N:30]=1.